Dataset: Forward reaction prediction with 1.9M reactions from USPTO patents (1976-2016). Task: Predict the product of the given reaction. (1) Given the reactants [Br:1][C:2]1[CH:38]=[CH:37][C:5]([CH2:6][CH:7]([CH2:11][C@H:12]([O:29][Si:30]([C:33]([CH3:36])([CH3:35])[CH3:34])([CH3:32])[CH3:31])[C@@H:13]([NH:21][C:22]([O:24][C:25]([CH3:28])([CH3:27])[CH3:26])=[O:23])[CH2:14][C:15]2[CH:20]=[CH:19][CH:18]=[CH:17][CH:16]=2)C(O)=O)=[CH:4][CH:3]=1.C1C=CC(P(N=[N+]=[N-])(C2C=CC=CC=2)=[O:46])=CC=1.C([N:58]([CH2:61]C)CC)C.[CH2:63]([OH:70])[C:64]1[CH:69]=[CH:68][CH:67]=[CH:66][CH:65]=1, predict the reaction product. The product is: [CH2:14]([C@H:13]([NH:21][C:22](=[O:23])[O:24][C:25]([CH3:28])([CH3:27])[CH3:26])[C@@H:12]([O:29][Si:30]([C:33]([CH3:34])([CH3:35])[CH3:36])([CH3:32])[CH3:31])[CH2:11][C@@H:7]([NH:58][C:61]([O:70][CH2:63][C:64]1[CH:69]=[CH:68][CH:67]=[CH:66][CH:65]=1)=[O:46])[CH2:6][C:5]1[CH:4]=[CH:3][C:2]([Br:1])=[CH:38][CH:37]=1)[C:15]1[CH:20]=[CH:19][CH:18]=[CH:17][CH:16]=1. (2) Given the reactants [CH3:1][N:2]1[C:6]([C:7](=[O:24])[NH:8][C:9]2[CH:14]=[CH:13][N:12]3[N:15]=[C:16]([N:18]4[CH2:23][CH2:22][O:21][CH2:20][CH2:19]4)[N:17]=[C:11]3[CH:10]=2)=[C:5]([C:25]([OH:27])=O)[CH:4]=[N:3]1.[NH:28]1[CH2:33][CH2:32][O:31][CH2:30][CH2:29]1.CCCP(=O)=O, predict the reaction product. The product is: [CH3:1][N:2]1[C:6]([C:7]([NH:8][C:9]2[CH:14]=[CH:13][N:12]3[N:15]=[C:16]([N:18]4[CH2:23][CH2:22][O:21][CH2:20][CH2:19]4)[N:17]=[C:11]3[CH:10]=2)=[O:24])=[C:5]([C:25]([N:28]2[CH2:33][CH2:32][O:31][CH2:30][CH2:29]2)=[O:27])[CH:4]=[N:3]1. (3) Given the reactants [Br:1][C:2]1[CH:3]=[C:4]([CH:6]=[CH:7][CH:8]=1)[NH2:5].C(N(CC)CC)C.Cl[C:17](=[O:23])[C:18]([O:20][CH2:21][CH3:22])=[O:19], predict the reaction product. The product is: [CH2:21]([O:20][C:18](=[O:19])[C:17]([NH:5][C:4]1[CH:6]=[CH:7][CH:8]=[C:2]([Br:1])[CH:3]=1)=[O:23])[CH3:22]. (4) The product is: [Br:40][C:41]1[S:42][C:43]([C:46]([NH:19][C:20]2[S:21][C:22]([C:25](=[O:26])[NH:27][C:28]3[S:29][CH:30]=[C:31]([C:33]4[CH:38]=[CH:37][C:36]([CH3:39])=[CH:35][CH:34]=4)[N:32]=3)=[CH:23][N:24]=2)=[O:47])=[CH:44][N:45]=1. Given the reactants [I-].ClC1C=CC=C[N+]=1C.CCN(C(C)C)C(C)C.[NH2:19][C:20]1[S:21][C:22]([C:25]([NH:27][C:28]2[S:29][CH:30]=[C:31]([C:33]3[CH:38]=[CH:37][C:36]([CH3:39])=[CH:35][CH:34]=3)[N:32]=2)=[O:26])=[CH:23][N:24]=1.[Br:40][C:41]1[S:42][C:43]([C:46](O)=[O:47])=[CH:44][N:45]=1, predict the reaction product. (5) Given the reactants [OH:1][C:2]1([CH2:15][C:16]([C:18]2[CH:27]=[CH:26][C:21]3[C:22](=[O:25])[O:23][CH2:24][C:20]=3[C:19]=2[CH3:28])=[O:17])[CH2:7][CH2:6][N:5]([C:8]([O:10][C:11]([CH3:14])([CH3:13])[CH3:12])=[O:9])[CH2:4][CH2:3]1.C(N(CC)CC)C.[CH3:36][S:37](Cl)(=[O:39])=[O:38], predict the reaction product. The product is: [CH3:28][C:19]1[C:20]2[CH2:24][O:23][C:22](=[O:25])[C:21]=2[CH:26]=[CH:27][C:18]=1[C:16](=[O:17])[CH2:15][C:2]1([O:1][S:37]([CH3:36])(=[O:39])=[O:38])[CH2:7][CH2:6][N:5]([C:8]([O:10][C:11]([CH3:14])([CH3:13])[CH3:12])=[O:9])[CH2:4][CH2:3]1. (6) Given the reactants [CH2:1]([O:8][C:9]1[CH:14]=[CH:13][C:12]([F:15])=[CH:11][C:10]=1[Cl:16])[C:2]1[CH:7]=[CH:6][CH:5]=[CH:4][CH:3]=1.C([Li])CCC.CN(C)[CH:24]=[O:25], predict the reaction product. The product is: [CH2:1]([O:8][C:9]1[C:10]([Cl:16])=[C:11]([C:12]([F:15])=[CH:13][CH:14]=1)[CH:24]=[O:25])[C:2]1[CH:3]=[CH:4][CH:5]=[CH:6][CH:7]=1. (7) Given the reactants O[C:2]1[C:3](=[O:34])[N:4]([C:27]2[N:28]=[N:29][C:30]([CH3:33])=[CH:31][CH:32]=2)[CH:5]([C:18]2[CH:23]=[CH:22][C:21]([CH:24]([CH3:26])[CH3:25])=[CH:20][CH:19]=2)[C:6]=1[C:7](=[O:17])[C:8]1[CH:13]=[CH:12][C:11]([CH:14]([CH3:16])[CH3:15])=[CH:10][CH:9]=1.C([O-])=O.[NH4+:38], predict the reaction product. The product is: [NH2:38][C:2]1[C:3](=[O:34])[N:4]([C:27]2[N:28]=[N:29][C:30]([CH3:33])=[CH:31][CH:32]=2)[CH:5]([C:18]2[CH:19]=[CH:20][C:21]([CH:24]([CH3:25])[CH3:26])=[CH:22][CH:23]=2)[C:6]=1[C:7](=[O:17])[C:8]1[CH:9]=[CH:10][C:11]([CH:14]([CH3:15])[CH3:16])=[CH:12][CH:13]=1. (8) Given the reactants [C:1]([O:5][C:6]([NH:8][CH2:9][CH2:10][CH2:11][CH2:12][CH2:13][O:14][C:15]1[C:38]([O:39][CH3:40])=[CH:37][C:18]2[C:19]3[N:24]([CH:25]([C:27]([CH3:30])([CH3:29])[CH3:28])[CH2:26][C:17]=2[CH:16]=1)[CH:23]=[C:22]([C:31]([O:33]CC)=[O:32])[C:21](=[O:36])[CH:20]=3)=[O:7])([CH3:4])([CH3:3])[CH3:2].CO.O.O[Li].O, predict the reaction product. The product is: [C:1]([O:5][C:6]([NH:8][CH2:9][CH2:10][CH2:11][CH2:12][CH2:13][O:14][C:15]1[C:38]([O:39][CH3:40])=[CH:37][C:18]2[C:19]3[N:24]([CH:25]([C:27]([CH3:30])([CH3:28])[CH3:29])[CH2:26][C:17]=2[CH:16]=1)[CH:23]=[C:22]([C:31]([OH:33])=[O:32])[C:21](=[O:36])[CH:20]=3)=[O:7])([CH3:2])([CH3:3])[CH3:4]. (9) Given the reactants [C:1]1([CH3:11])[CH:6]=[CH:5][C:4]([S:7](Cl)(=[O:9])=[O:8])=[CH:3][CH:2]=1.[F:12][CH:13]([F:16])[CH2:14][OH:15].C(N(CC)CC)C.[Cl-].[NH4+], predict the reaction product. The product is: [CH3:11][C:1]1[CH:6]=[CH:5][C:4]([S:7]([O:15][CH2:14][CH:13]([F:16])[F:12])(=[O:9])=[O:8])=[CH:3][CH:2]=1. (10) Given the reactants [CH:1]1([CH2:7][CH2:8][CH2:9][C@@H:10]([C:19]2[O:23][N:22]=[C:21]([CH2:24]OS(C3C=CC(C)=CC=3)(=O)=O)[N:20]=2)[CH2:11][C:12]([O:14][C:15]([CH3:18])([CH3:17])[CH3:16])=[O:13])[CH2:6][CH2:5][CH2:4][CH2:3][CH2:2]1.[CH3:36][N:37]1[CH2:42][CH2:41][NH:40][CH2:39][CH2:38]1, predict the reaction product. The product is: [CH:1]1([CH2:7][CH2:8][CH2:9][C@@H:10]([C:19]2[O:23][N:22]=[C:21]([CH2:24][N:40]3[CH2:41][CH2:42][N:37]([CH3:36])[CH2:38][CH2:39]3)[N:20]=2)[CH2:11][C:12]([O:14][C:15]([CH3:16])([CH3:18])[CH3:17])=[O:13])[CH2:6][CH2:5][CH2:4][CH2:3][CH2:2]1.